Task: Predict the reactants needed to synthesize the given product.. Dataset: Full USPTO retrosynthesis dataset with 1.9M reactions from patents (1976-2016) (1) Given the product [CH3:23][C:13]1[S:14][C:15]([C:16]2[CH:17]=[C:18]([CH3:22])[CH:19]=[CH:20][CH:21]=2)=[C:11]([C:9]([N:8]2[CH2:7][C@@H:6]3[C@@H:4]([CH2:5]3)[C@H:3]2[CH2:2][NH:1][C:30]([C:29]2[C:25]([CH3:24])=[N:26][O:27][C:28]=2[CH3:33])=[O:31])=[O:10])[N:12]=1, predict the reactants needed to synthesize it. The reactants are: [NH2:1][CH2:2][C@H:3]1[N:8]([C:9]([C:11]2[N:12]=[C:13]([CH3:23])[S:14][C:15]=2[C:16]2[CH:17]=[C:18]([CH3:22])[CH:19]=[CH:20][CH:21]=2)=[O:10])[CH2:7][C@@H:6]2[C@H:4]1[CH2:5]2.[CH3:24][C:25]1[C:29]([C:30](O)=[O:31])=[C:28]([CH3:33])[O:27][N:26]=1. (2) Given the product [C:25]([C:3]1[CH:4]=[C:5]([F:24])[C:6]([N:8]2[C@@H:12]3[CH2:13][CH2:14][CH2:15][CH2:16][C@@H:11]3[N:10]([C:17]([O:19][C:20]([CH3:21])([CH3:22])[CH3:23])=[O:18])[CH2:9]2)=[N:7][C:2]=1[Cl:1])(=[O:30])[NH2:26], predict the reactants needed to synthesize it. The reactants are: [Cl:1][C:2]1[N:7]=[C:6]([N:8]2[C@@H:12]3[CH2:13][CH2:14][CH2:15][CH2:16][C@@H:11]3[N:10]([C:17]([O:19][C:20]([CH3:23])([CH3:22])[CH3:21])=[O:18])[CH2:9]2)[C:5]([F:24])=[CH:4][C:3]=1[C:25]#[N:26].CC([OH:30])C.C([O-])([O-])=O.[K+].[K+].OO. (3) Given the product [CH3:9][S:7]([C:4]1[S:3][C:2]([C:34]2[CH:35]=[C:36]([CH:39]=[CH:40][CH:41]=2)[CH:37]=[O:38])=[CH:6][CH:5]=1)=[O:8], predict the reactants needed to synthesize it. The reactants are: Br[C:2]1[S:3][C:4]([S:7]([CH3:9])=[O:8])=[CH:5][CH:6]=1.B1(B2OC(C)(C)C(C)(C)O2)OC(C)(C)C(C)(C)O1.C([O-])(=O)C.[K+].Br[C:34]1[CH:35]=[C:36]([CH:39]=[CH:40][CH:41]=1)[CH:37]=[O:38].C(=O)([O-])[O-].[Cs+].[Cs+]. (4) Given the product [CH:1]1([C:4]2[CH:5]=[CH:6][C:7]([C:18]([NH:21][C:22]3([CH2:36][C:37]([O:39][CH2:40][CH3:41])=[O:38])[CH2:25][N:24]([C:26]([O:28][CH2:29][C:30]4[CH:35]=[CH:34][CH:33]=[CH:32][CH:31]=4)=[O:27])[CH2:23]3)=[O:20])=[N:8][C:9]=2[CH2:10][C:11]2[CH:12]=[CH:13][C:14]([F:17])=[CH:15][CH:16]=2)[CH2:2][CH2:3]1, predict the reactants needed to synthesize it. The reactants are: [CH:1]1([C:4]2[CH:5]=[CH:6][C:7]([C:18]([OH:20])=O)=[N:8][C:9]=2[CH2:10][C:11]2[CH:16]=[CH:15][C:14]([F:17])=[CH:13][CH:12]=2)[CH2:3][CH2:2]1.[NH2:21][C:22]1([CH2:36][C:37]([O:39][CH2:40][CH3:41])=[O:38])[CH2:25][N:24]([C:26]([O:28][CH2:29][C:30]2[CH:35]=[CH:34][CH:33]=[CH:32][CH:31]=2)=[O:27])[CH2:23]1.CN(C(ON1N=NC2C=CC=CC1=2)=[N+](C)C)C.[B-](F)(F)(F)F.CCN(C(C)C)C(C)C. (5) Given the product [C:1]([O:5][C:6](=[O:42])[N:7]([CH2:8][C:9]1[CH:14]=[CH:13][C:12]([CH2:15][NH2:16])=[CH:11][CH:10]=1)[CH2:27][CH2:28][CH2:29][CH2:30][NH:31][C:32]([O:34][CH2:35][C:36]1[CH:37]=[CH:38][CH:39]=[CH:40][CH:41]=1)=[O:33])([CH3:4])([CH3:2])[CH3:3], predict the reactants needed to synthesize it. The reactants are: [C:1]([O:5][C:6](=[O:42])[N:7]([CH2:27][CH2:28][CH2:29][CH2:30][NH:31][C:32]([O:34][CH2:35][C:36]1[CH:41]=[CH:40][CH:39]=[CH:38][CH:37]=1)=[O:33])[CH2:8][C:9]1[CH:14]=[CH:13][C:12]([CH2:15][N:16]2C(=O)C3C(=CC=CC=3)C2=O)=[CH:11][CH:10]=1)([CH3:4])([CH3:3])[CH3:2].CN.CO. (6) Given the product [OH:15][CH:14]([C:16]1[CH:21]=[CH:20][C:19]([O:22][CH2:23][CH2:24][N:25]2[CH2:26][CH2:27][CH2:28][CH2:29][CH2:30]2)=[CH:18][CH:17]=1)[C:3]1[C:4]2[C:9](=[CH:8][C:7]([O:12][CH3:13])=[CH:6][CH:5]=2)[CH:10]=[CH:11][C:2]=1[OH:1], predict the reactants needed to synthesize it. The reactants are: [OH:1][C:2]1[CH:11]=[CH:10][C:9]2[C:4](=[CH:5][CH:6]=[C:7]([O:12][CH3:13])[CH:8]=2)[C:3]=1[C:14]([C:16]1[CH:21]=[CH:20][C:19]([O:22][CH2:23][CH2:24][N:25]2[CH2:30][CH2:29][CH2:28][CH2:27][CH2:26]2)=[CH:18][CH:17]=1)=[O:15].[H-].[Al+3].[Li+].[H-].[H-].[H-].Cl.